The task is: Predict the reactants needed to synthesize the given product.. This data is from Full USPTO retrosynthesis dataset with 1.9M reactions from patents (1976-2016). (1) Given the product [Cl:16][C:13]1[CH:14]=[CH:15][C:10]([CH2:9][NH:8][C:5]2[N:6]=[CH:7][C:2]([CH:24]=[O:25])=[CH:3][CH:4]=2)=[CH:11][CH:12]=1, predict the reactants needed to synthesize it. The reactants are: Br[C:2]1[CH:3]=[CH:4][C:5]([NH:8][CH2:9][C:10]2[CH:15]=[CH:14][C:13]([Cl:16])=[CH:12][CH:11]=2)=[N:6][CH:7]=1.C([Li])(C)(C)C.CN(C)[CH:24]=[O:25].[Cl-].[NH4+]. (2) Given the product [Cl:1][C:2]1[CH:7]=[CH:6][C:5]([C:8]2[C:13]([C:14]([OH:16])=[O:15])=[CH:12][N:11]=[C:10]([CH3:18])[CH:9]=2)=[C:4]([F:19])[CH:3]=1, predict the reactants needed to synthesize it. The reactants are: [Cl:1][C:2]1[CH:7]=[CH:6][C:5]([C:8]2[C:13]([C:14]([O:16]C)=[O:15])=[CH:12][N:11]=[C:10]([CH3:18])[CH:9]=2)=[C:4]([F:19])[CH:3]=1.[OH-].[Na+].Cl. (3) Given the product [Br:1][C:2]1[CH:22]=[CH:21][C:5]2[O:6][CH2:7][C:8]([F:29])([CH3:19])[C:9]3[S:13][C:12]([C:14]([O:16][CH2:17][CH3:18])=[O:15])=[N:11][C:10]=3[C:4]=2[CH:3]=1, predict the reactants needed to synthesize it. The reactants are: [Br:1][C:2]1[CH:22]=[CH:21][C:5]2[O:6][CH2:7][C:8](O)([CH3:19])[C:9]3[S:13][C:12]([C:14]([O:16][CH2:17][CH3:18])=[O:15])=[N:11][C:10]=3[C:4]=2[CH:3]=1.CCN(S(F)(F)[F:29])CC.BrC1C=CC2OCC(F)(F)C3SC(C(OCC)=O)=NC=3C=2C=1. (4) Given the product [C:13]1([C:23]2[CH:24]=[CH:25][CH:26]=[CH:27][CH:28]=2)[CH:14]=[CH:15][C:16]([C:19]2[CH2:20][O:12][C:3]3[CH:4]=[C:5]([C:8]([F:9])([F:10])[F:11])[CH:6]=[CH:7][C:2]=3[N:1]=2)=[CH:17][CH:18]=1, predict the reactants needed to synthesize it. The reactants are: [NH2:1][C:2]1[CH:7]=[CH:6][C:5]([C:8]([F:11])([F:10])[F:9])=[CH:4][C:3]=1[OH:12].[C:13]1([C:23]2[CH:28]=[CH:27][CH:26]=[CH:25][CH:24]=2)[CH:18]=[CH:17][C:16]([C:19](=O)[CH2:20]Br)=[CH:15][CH:14]=1. (5) Given the product [CH2:27]([O:26][C:24]1[CH:23]=[C:22]([CH:21]=[C:20]([O:19][CH2:1][CH2:2][CH2:3][CH2:4][CH2:5][CH2:6][CH2:7][CH2:8]/[CH:9]=[CH:10]\[CH2:11]/[CH:12]=[CH:13]\[CH2:14][CH2:15][CH2:16][CH2:17][CH3:18])[CH:25]=1)[CH2:45][N:48]1[C:49](=[O:56])[C:50]2[C:55](=[CH:54][CH:53]=[CH:52][CH:51]=2)[C:47]1=[O:57])[CH2:28][CH2:29][CH2:30][CH2:31][CH2:32][CH2:33][CH2:34]/[CH:35]=[CH:36]\[CH2:37]/[CH:38]=[CH:39]\[CH2:40][CH2:41][CH2:42][CH2:43][CH3:44].[C:71]1([P:64](=[O:80])([C:58]2[CH:59]=[CH:60][CH:61]=[CH:62][CH:63]=2)[C:65]2[CH:70]=[CH:69][CH:68]=[CH:67][CH:66]=2)[CH:72]=[CH:73][CH:74]=[CH:75][CH:76]=1, predict the reactants needed to synthesize it. The reactants are: [CH2:1]([O:19][C:20]1[CH:21]=[C:22]([CH2:45]O)[CH:23]=[C:24]([O:26][CH2:27][CH2:28][CH2:29][CH2:30][CH2:31][CH2:32][CH2:33][CH2:34]/[CH:35]=[CH:36]\[CH2:37]/[CH:38]=[CH:39]\[CH2:40][CH2:41][CH2:42][CH2:43][CH3:44])[CH:25]=1)[CH2:2][CH2:3][CH2:4][CH2:5][CH2:6][CH2:7][CH2:8]/[CH:9]=[CH:10]\[CH2:11]/[CH:12]=[CH:13]\[CH2:14][CH2:15][CH2:16][CH2:17][CH3:18].[C:47]1(=[O:57])[C:55]2[C:50](=[CH:51][CH:52]=[CH:53][CH:54]=2)[C:49](=[O:56])[NH:48]1.[C:58]1([P:64]([C:71]2[CH:76]=[CH:75][CH:74]=[CH:73][CH:72]=2)[C:65]2[CH:70]=[CH:69][CH:68]=[CH:67][CH:66]=2)[CH:63]=[CH:62][CH:61]=[CH:60][CH:59]=1.CC([O:80]C(/N=N/C(OC(C)C)=O)=O)C. (6) Given the product [C:18]([N:4]1[C:5]2=[N:6][CH:7]=[N:8][C:9]([NH:11][C:12]3[N:17]=[CH:16][CH:15]=[CH:14][N:13]=3)=[C:10]2[C:2]([C:26]2[CH:27]=[CH:28][C:23]([CH3:22])=[CH:24][CH:25]=2)=[N:3]1)([CH3:21])([CH3:20])[CH3:19], predict the reactants needed to synthesize it. The reactants are: Br[C:2]1[C:10]2[C:5](=[N:6][CH:7]=[N:8][C:9]=2[NH:11][C:12]2[N:17]=[CH:16][CH:15]=[CH:14][N:13]=2)[N:4]([C:18]([CH3:21])([CH3:20])[CH3:19])[N:3]=1.[CH3:22][C:23]1[CH:28]=[CH:27][C:26](B(O)O)=[CH:25][CH:24]=1.C(=O)([O-])[O-].[Na+].[Na+].